Task: Predict which catalyst facilitates the given reaction.. Dataset: Catalyst prediction with 721,799 reactions and 888 catalyst types from USPTO (1) Product: [NH2:1][C:2]1[C:3]([C:18]2[CH:27]=[CH:26][C:21]([C:22]([O:24][CH3:25])=[O:23])=[C:20]([F:28])[CH:19]=2)=[N:4][C:5]([CH:8]2[CH2:17][CH2:16][C:11]3([O:15][CH2:14][CH2:13][O:12]3)[CH2:10][CH2:9]2)=[CH:6][N:7]=1. Reactant: [NH2:1][C:2]1[C:3]([C:18]2[CH:27]=[CH:26][C:21]([C:22]([O:24][CH3:25])=[O:23])=[C:20]([F:28])[CH:19]=2)=[N:4][C:5]([C:8]2[CH2:17][CH2:16][C:11]3([O:15][CH2:14][CH2:13][O:12]3)[CH2:10][CH:9]=2)=[CH:6][N:7]=1.[H][H]. The catalyst class is: 19. (2) Reactant: [CH2:1]([O:4][CH:5]([C:9]1[CH:14]=[CH:13][C:12]([Cl:15])=[CH:11][CH:10]=1)[C:6](Cl)=[O:7])[C:2]#[CH:3].[NH2:16][C:17]1[CH:18]=[N:19][CH:20]=[CH:21][C:22]=1[C:23]1[CH:28]=[CH:27][C:26]([O:29][CH3:30])=[C:25]([O:31][CH3:32])[CH:24]=1.C(N(CC)CC)C.O1CCCC1. Product: [CH3:32][O:31][C:25]1[CH:24]=[C:23]([C:22]2[CH:21]=[CH:20][N:19]=[CH:18][C:17]=2[NH:16][C:6](=[O:7])[CH:5]([O:4][CH2:1][C:2]#[CH:3])[C:9]2[CH:14]=[CH:13][C:12]([Cl:15])=[CH:11][CH:10]=2)[CH:28]=[CH:27][C:26]=1[O:29][CH3:30]. The catalyst class is: 413. (3) Reactant: [Cl:1][C:2]1[C:11]2[C:6](=[CH:7][C:8]([O:19][CH2:20][CH2:21][N:22]3[CH2:26][CH2:25][CH2:24][CH2:23]3)=[CH:9][C:10]=2[N:12]2[CH2:17][CH2:16][N:15]([CH3:18])[CH2:14][CH2:13]2)[N:5]=[CH:4][N:3]=1.[ClH:27].[Cl:28][C:29]1[CH:35]=[CH:34][C:33]([O:36][CH3:37])=[CH:32][C:30]=1[NH2:31].Cl. Product: [ClH:1].[ClH:28].[ClH:27].[Cl:28][C:29]1[CH:35]=[CH:34][C:33]([O:36][CH3:37])=[CH:32][C:30]=1[NH:31][C:2]1[C:11]2[C:6](=[CH:7][C:8]([O:19][CH2:20][CH2:21][N:22]3[CH2:23][CH2:24][CH2:25][CH2:26]3)=[CH:9][C:10]=2[N:12]2[CH2:13][CH2:14][N:15]([CH3:18])[CH2:16][CH2:17]2)[N:5]=[CH:4][N:3]=1. The catalyst class is: 32. (4) Product: [O:8]=[C:9]1[C:13]2[CH:14]=[N:15][C:16]([NH:18][C:19]([NH:21][C@@H:22]([C:24]3[CH:25]=[CH:26][CH:27]=[CH:28][CH:29]=3)[CH3:23])=[O:20])=[CH:17][C:12]=2[N:11]([C:30]([O:32][CH2:33][CH3:34])=[O:31])[NH:10]1. Reactant: C([O:8][C:9]1[C:13]2[CH:14]=[N:15][C:16]([NH:18][C:19]([NH:21][C@@H:22]([C:24]3[CH:29]=[CH:28][CH:27]=[CH:26][CH:25]=3)[CH3:23])=[O:20])=[CH:17][C:12]=2[N:11]([C:30]([O:32][CH2:33][CH3:34])=[O:31])[N:10]=1)C1C=CC=CC=1.[H][H]. The catalyst class is: 99. (5) Reactant: [Cl:1][C:2]1[C:11]2[C:6](=[CH:7][C:8]([O:14][CH2:15][CH2:16][CH2:17][N:18]3[CH2:22][CH2:21][CH2:20][CH2:19]3)=[C:9]([O:12][CH3:13])[CH:10]=2)[N:5]=[CH:4][N:3]=1.[NH2:23][C:24]1[CH:25]=[C:26]2[C:30](=[CH:31][CH:32]=1)[NH:29][CH:28]=[CH:27]2.Cl. Product: [ClH:1].[NH:29]1[C:30]2[C:26](=[CH:25][C:24]([NH:23][C:2]3[C:11]4[C:6](=[CH:7][C:8]([O:14][CH2:15][CH2:16][CH2:17][N:18]5[CH2:22][CH2:21][CH2:20][CH2:19]5)=[C:9]([O:12][CH3:13])[CH:10]=4)[N:5]=[CH:4][N:3]=3)=[CH:32][CH:31]=2)[CH:27]=[CH:28]1. The catalyst class is: 32. (6) Reactant: Br[CH2:2][CH2:3][CH2:4][CH2:5][C:6]([O:8][CH3:9])=[O:7].[CH3:10][O-:11].[Na+]. Product: [CH3:10][O:11][CH2:2][CH2:3][CH2:4][CH2:5][C:6]([O:8][CH3:9])=[O:7]. The catalyst class is: 5. (7) Reactant: [Br:1][C:2]1[C:3]([CH3:21])=[C:4]([N:8]2[C:17](=[O:18])[C:16]3[C:11](=[CH:12][CH:13]=[C:14]([F:19])[CH:15]=3)[NH:10][C:9]2=[O:20])[CH:5]=[CH:6][CH:7]=1.IC.[C:24]([O-])([O-])=O.[Cs+].[Cs+]. Product: [Br:1][C:2]1[C:3]([CH3:21])=[C:4]([N:8]2[C:17](=[O:18])[C:16]3[C:11](=[CH:12][CH:13]=[C:14]([F:19])[CH:15]=3)[N:10]([CH3:24])[C:9]2=[O:20])[CH:5]=[CH:6][CH:7]=1. The catalyst class is: 1. (8) Reactant: [Br:1][C:2]1[CH:10]=[CH:9][C:5]([C:6]([OH:8])=[O:7])=[C:4](Cl)[CH:3]=1.[C:12]1([OH:18])[CH:17]=[CH:16][CH:15]=[CH:14][CH:13]=1.F[P-](F)(F)(F)(F)F.C(=O)([O-])[O-].[Cs+].[Cs+].Cl. Product: [Br:1][C:2]1[CH:10]=[CH:9][C:5]([C:6]([OH:8])=[O:7])=[C:4]([O:18][C:12]2[CH:17]=[CH:16][CH:15]=[CH:14][CH:13]=2)[CH:3]=1. The catalyst class is: 802. (9) Reactant: [NH2:1][C:2]1[CH:3]=[C:4]([NH:8][C:9](=[O:15])[O:10][C:11]([CH3:14])([CH3:13])[CH3:12])[CH:5]=[CH:6][CH:7]=1.C(=O)([O-])[O-].[K+].[K+].Br[CH2:23][CH2:24][O:25][C:26]1[CH:31]=[CH:30][CH:29]=[C:28]([N+:32]([O-:34])=[O:33])[CH:27]=1. Product: [N+:32]([C:28]1[CH:27]=[C:26]([CH:31]=[CH:30][CH:29]=1)[O:25][CH2:24][CH2:23][NH:1][C:2]1[CH:3]=[C:4]([NH:8][C:9](=[O:15])[O:10][C:11]([CH3:12])([CH3:14])[CH3:13])[CH:5]=[CH:6][CH:7]=1)([O-:34])=[O:33]. The catalyst class is: 35.